From a dataset of Forward reaction prediction with 1.9M reactions from USPTO patents (1976-2016). Predict the product of the given reaction. (1) Given the reactants [C:1]([C:5]1[CH:10]=[CH:9][C:8]([S:11]([N:14]([C:18]2[CH:22]=[CH:21][S:20][C:19]=2[C:23]([O:25][CH3:26])=[O:24])COC)(=[O:13])=[O:12])=[C:7]([CH2:27][CH2:28][C:29]2[CH:34]=[CH:33][CH:32]=[CH:31][CH:30]=2)[CH:6]=1)([CH3:4])([CH3:3])[CH3:2].Cl, predict the reaction product. The product is: [C:1]([C:5]1[CH:10]=[CH:9][C:8]([S:11]([NH:14][C:18]2[CH:22]=[CH:21][S:20][C:19]=2[C:23]([O:25][CH3:26])=[O:24])(=[O:13])=[O:12])=[C:7]([CH2:27][CH2:28][C:29]2[CH:30]=[CH:31][CH:32]=[CH:33][CH:34]=2)[CH:6]=1)([CH3:4])([CH3:2])[CH3:3]. (2) The product is: [O:14]=[C:12]([C:9]1[CH:10]=[CH:11][C:6]([S:5][C:2]([F:4])([F:3])[F:1])=[CH:7][CH:8]=1)[CH2:13][C:15]([O:18][CH3:19])=[O:17]. Given the reactants [F:1][C:2]([S:5][C:6]1[CH:11]=[CH:10][C:9]([C:12](=[O:14])[CH3:13])=[CH:8][CH:7]=1)([F:4])[F:3].[C:15]([O:18][CH2:19]C)(=[O:17])C, predict the reaction product. (3) The product is: [Cl:1][C:2]1[N:7]=[C:6]2[N:8]([S:13]([C:16]3[CH:22]=[CH:21][C:19]([CH3:20])=[CH:18][CH:17]=3)(=[O:15])=[O:14])[CH:9]=[CH:10][C:5]2=[CH:4][CH:3]=1. Given the reactants [Cl:1][C:2]1[N:7]=[C:6]2[NH:8][CH:9]=[CH:10][C:5]2=[CH:4][CH:3]=1.[OH-].[Na+].[S:13](Cl)([C:16]1[CH:22]=[CH:21][C:19]([CH3:20])=[CH:18][CH:17]=1)(=[O:15])=[O:14], predict the reaction product. (4) Given the reactants O[C:2]1[C:3](=[O:37])[N:4]([C:26]2[CH:31]=[CH:30][C:29]([C:32]3[CH:36]=[CH:35][S:34][CH:33]=3)=[CH:28][CH:27]=2)[CH:5]([C:18]2[CH:23]=[CH:22][CH:21]=[CH:20][C:19]=2[O:24][CH3:25])[C:6]=1[C:7]([C:9]1([CH3:17])[CH2:14][O:13]C(C)(C)[O:11][CH2:10]1)=O.O.[NH2:39][NH2:40].Cl.CO, predict the reaction product. The product is: [OH:11][CH2:10][C:9]([C:7]1[C:6]2[CH:5]([C:18]3[CH:23]=[CH:22][CH:21]=[CH:20][C:19]=3[O:24][CH3:25])[N:4]([C:26]3[CH:27]=[CH:28][C:29]([C:32]4[CH:36]=[CH:35][S:34][CH:33]=4)=[CH:30][CH:31]=3)[C:3](=[O:37])[C:2]=2[NH:39][N:40]=1)([CH2:14][OH:13])[CH3:17]. (5) Given the reactants Cl.[Cl:2][C:3]1[CH:4]=[C:5]([CH:10]2[CH2:15][CH:14]([C:16]([O:18][CH3:19])=[O:17])[CH2:13][CH2:12][NH:11]2)[CH:6]=[C:7]([Cl:9])[CH:8]=1.CCN(C(C)C)C(C)C.Cl[C:30]([O:32][CH3:33])=[O:31], predict the reaction product. The product is: [Cl:9][C:7]1[CH:6]=[C:5]([CH:10]2[CH2:15][CH:14]([C:16]([O:18][CH3:19])=[O:17])[CH2:13][CH2:12][N:11]2[C:30]([O:32][CH3:33])=[O:31])[CH:4]=[C:3]([Cl:2])[CH:8]=1. (6) Given the reactants [Br:1][C:2]1[C:11]([N+:12]([O-])=O)=[CH:10][CH:9]=[CH:8][C:3]=1[C:4]([O:6][CH3:7])=[O:5].[OH-].[Na+], predict the reaction product. The product is: [Br:1][C:2]1[C:11]([NH2:12])=[CH:10][CH:9]=[CH:8][C:3]=1[C:4]([O:6][CH3:7])=[O:5]. (7) Given the reactants [CH3:1][O:2][C:3]1[CH:8]=[CH:7][C:6]([CH2:9][C:10]([OH:12])=O)=[C:5]([C:13]([F:16])([F:15])[F:14])[CH:4]=1.[NH2:17][C:18]1[CH:27]=[CH:26][C:21]([C:22]([O:24]C)=[O:23])=[C:20]([O:28][CH3:29])[CH:19]=1.CN(C(ON1N=NC2C=CC=NC1=2)=[N+](C)C)C.F[P-](F)(F)(F)(F)F.[Li+].[OH-].Cl, predict the reaction product. The product is: [CH3:29][O:28][C:20]1[CH:19]=[C:18]([NH:17][C:10](=[O:12])[CH2:9][C:6]2[CH:7]=[CH:8][C:3]([O:2][CH3:1])=[CH:4][C:5]=2[C:13]([F:16])([F:15])[F:14])[CH:27]=[CH:26][C:21]=1[C:22]([OH:24])=[O:23].